Dataset: NCI-60 drug combinations with 297,098 pairs across 59 cell lines. Task: Regression. Given two drug SMILES strings and cell line genomic features, predict the synergy score measuring deviation from expected non-interaction effect. (1) Drug 1: CCCCCOC(=O)NC1=NC(=O)N(C=C1F)C2C(C(C(O2)C)O)O. Drug 2: COC1=C2C(=CC3=C1OC=C3)C=CC(=O)O2. Cell line: MDA-MB-435. Synergy scores: CSS=-12.3, Synergy_ZIP=3.30, Synergy_Bliss=-4.11, Synergy_Loewe=-10.6, Synergy_HSA=-11.2. (2) Drug 1: C1=CC(=C2C(=C1NCCNCCO)C(=O)C3=C(C=CC(=C3C2=O)O)O)NCCNCCO. Drug 2: CN(C(=O)NC(C=O)C(C(C(CO)O)O)O)N=O. Cell line: HCT-15. Synergy scores: CSS=52.5, Synergy_ZIP=-1.85, Synergy_Bliss=-3.20, Synergy_Loewe=-66.8, Synergy_HSA=-2.56.